This data is from CYP2D6 inhibition data for predicting drug metabolism from PubChem BioAssay. The task is: Regression/Classification. Given a drug SMILES string, predict its absorption, distribution, metabolism, or excretion properties. Task type varies by dataset: regression for continuous measurements (e.g., permeability, clearance, half-life) or binary classification for categorical outcomes (e.g., BBB penetration, CYP inhibition). Dataset: cyp2d6_veith. (1) The compound is COc1ccccc1NC(=O)N1CCC(c2nnc(SCC(N)=O)n2C)CC1. The result is 0 (non-inhibitor). (2) The molecule is CC(C)(CS)C(=O)N1CCC[C@H]1C(=O)O. The result is 0 (non-inhibitor).